Dataset: Peptide-MHC class I binding affinity with 185,985 pairs from IEDB/IMGT. Task: Regression. Given a peptide amino acid sequence and an MHC pseudo amino acid sequence, predict their binding affinity value. This is MHC class I binding data. The peptide sequence is DDDLVGVSV. The MHC is Mamu-A11 with pseudo-sequence Mamu-A11. The binding affinity (normalized) is 0.0401.